This data is from Experimentally validated miRNA-target interactions with 360,000+ pairs, plus equal number of negative samples. The task is: Binary Classification. Given a miRNA mature sequence and a target amino acid sequence, predict their likelihood of interaction. (1) The miRNA is hsa-miR-4284 with sequence GGGCUCACAUCACCCCAU. The protein sequence of the target gene is MSGFENLNTDFYQTSYSIDDQSQQSYDYGGSGGPYSKQYAGYDYSQQGRFVPPDMMQPQQPYTGQIYQPTQAYTPASPQPFYGNNFEDEPPLLEELGINFDHIWQKTLTVLHPLKVADGSIMNETDLAGPMVFCLAFGATLLLAGKIQFGYVYGISAIGCLGMFCLLNLMSMTGVSFGCVASVLGYCLLPMILLSSFAVIFSLQGMVGIILTAGIIGWCSFSASKIFISALAMEGQQLLVAYPCALLYGVFALISVF. Result: 1 (interaction). (2) The miRNA is hsa-miR-6728-5p with sequence UUGGGAUGGUAGGACCAGAGGGG. The protein sequence of the target gene is MPFLGQDWRSPGWSWIKTEDGWKRCDPCSHELRSEDSQYTINHSIILNSGEEEIFNNECEYAAKKRKKEHFGNDTAAHSFYREKWIYVHKESTKERHGYCTLGEAFNRLDFSSAIQDIRRFTYVVKLLQLIAKSQLTSLSGVAQKNYFNILDKIVQKVLDDHQNPRLIKGLLQDLSSTLGILVRGVGKSVLVGNINIWICRLETVLSWQQQLQNLQVTKQVNTGLTLSDLPLHMLNNILYRFSDGWDIVTLGQVTPTLYMLSEDRRLWKRLCQYHFAEQQFCRHLILSEKGHIEWKLMYF.... Result: 0 (no interaction). (3) The miRNA is hsa-miR-6753-5p with sequence CACCAGGGCAGAGCAGGGCUGA. The protein sequence of the target gene is MTSAAELKKPPLAPKPKLVGTNNKPPPPPIAPKPDIGSASVPRLTKKTKPAIAPKPKVPTNSVVQDIKHPPSKKPTLNLEEREPELPESTGKSNCKDVRDPHSDYILPTCSCSSGCIHEPRTRETQCVEQLVLEPLGMKENLENSKNGESSKRGSSWDSSSEKCRGQSGVVLKASILEEKLKEVLTQQRSPCGSPGRHRAPKKPEMNGDHSCTRQIRIEFADVSSSLTGFEKVPAHHNCHPQLPRDESQTLKTCQDGSAESRGHTDSCEPENKRVASDGISQKTEVKGLGPLEIHLLPYT.... Result: 0 (no interaction). (4) The miRNA is hsa-miR-4445-5p with sequence AGAUUGUUUCUUUUGCCGUGCA. The protein sequence of the target gene is MSPLLRRLLLVALLQLARTQAPVSQFDGPSHQKKVVPWIDVYARATCQPREVVVPLSMELMGNVVKQLVPSCVTVQRCGGCCPDDGLECVPTGQHQVRMQILMIQYPSSQLGEMSLEEHSQCECRPKKKESAVKPDRVAIPHHRPQPRSVPGWDSTPGASSPADIIHPTPAPGSSARLAPSAVNALTPGPAAAAADAAASSIAKGGA. Result: 0 (no interaction). (5) The miRNA is hsa-miR-340-3p with sequence UCCGUCUCAGUUACUUUAUAGC. The protein sequence of the target gene is MPGERPTDATVIPSAKRERKAITLDLKLEVLRRFEAGEKLSQIAKALDLAISTVATIRDSKEKIKASSQIATPLRASRLTRHRSAVMESMEQLLSLWLEDQSQPNATLSAAIVQEKAEFDDLQREHGEGSQTERFHASQGWLVRFKECHCLPHFKMNSAAPSNKDMYTEMLKSIIEEGEYTPQVSLT. Result: 1 (interaction). (6) The miRNA is hsa-miR-7-1-3p with sequence CAACAAAUCACAGUCUGCCAUA. The protein sequence of the target gene is MDQPEAPCSSTGPRLAVARELLLAALEELSQEQLKRFRHKLRDVGPDGRSIPWGRLERADAVDLAEQLAQFYGPEPALEVARKTLKRADARDVAAQLQERRLQRLGLGSGTLLSVSEYKKKYREHVLQLHARVKERNARSVKITKRFTKLLIAPESAAPEEAMGPAEEPEPGRARRSDTHTFNRLFRRDEEGRRPLTVVLQGPAGIGKTMAAKKILYDWAAGKLYQGQVDFAFFMPCGELLERPGTRSLADLILDQCPDRGAPVPQMLAQPQRLLFILDGADELPALGGPEAAPCTDPFE.... Result: 0 (no interaction).